This data is from Human liver microsome stability data. The task is: Regression/Classification. Given a drug SMILES string, predict its absorption, distribution, metabolism, or excretion properties. Task type varies by dataset: regression for continuous measurements (e.g., permeability, clearance, half-life) or binary classification for categorical outcomes (e.g., BBB penetration, CYP inhibition). Dataset: hlm. (1) The compound is COc1ccc2nc(NC(=O)C(CC3CCCC3)c3ccc(S(=O)(=O)NC4CCCCC4)cc3)sc2n1. The result is 1 (stable in human liver microsomes). (2) The drug is CS(=O)(=O)c1ccc(-c2nnc([C@H]3C[C@H](NC(=O)c4ccccn4)C3)n2-c2ccccc2F)nc1. The result is 0 (unstable in human liver microsomes). (3) The molecule is COc1ccc(C(=O)NCc2cccc(C(=O)NCCC3CCNCC3)c2)cc1OC. The result is 0 (unstable in human liver microsomes).